Task: Regression/Classification. Given a drug SMILES string, predict its absorption, distribution, metabolism, or excretion properties. Task type varies by dataset: regression for continuous measurements (e.g., permeability, clearance, half-life) or binary classification for categorical outcomes (e.g., BBB penetration, CYP inhibition). For this dataset (solubility_aqsoldb), we predict Y.. Dataset: Aqueous solubility values for 9,982 compounds from the AqSolDB database (1) The molecule is C#CCOC(=O)/C=C(C)/C=C/CC(C)CCCC(C)C. The Y is -4.72 log mol/L. (2) The drug is OCC(O)C1OC2OC(C(Cl)(Cl)Cl)OC2C1O. The Y is -1.84 log mol/L. (3) The molecule is CC(=O)C(N=Nc1ccc(C(=O)Nc2ccc(C(N)=O)cc2)cc1)C(=O)Nc1ccc2[nH]c(=O)[nH]c2c1. The Y is -6.67 log mol/L. (4) The drug is CN(C)CCCNC=O. The Y is 0.885 log mol/L. (5) The compound is CNC(=O)Oc1cccc(C)c1. The Y is -1.80 log mol/L. (6) The drug is Clc1cc(Cl)c(Oc2c(Cl)c(Cl)c(Cl)c(Cl)c2Cl)cc1Cl. The Y is -10.1 log mol/L. (7) The compound is Cc1cccc(C)c1NC(=O)C1CCCCN1C. The Y is -1.99 log mol/L. (8) The compound is CCCN(CCC)c1c([N+](=O)[O-])cc(S(=O)(=O)N=S(C)C)cc1[N+](=O)[O-]. The Y is -4.86 log mol/L.